Task: Predict the reactants needed to synthesize the given product.. Dataset: Retrosynthesis with 50K atom-mapped reactions and 10 reaction types from USPTO (1) Given the product CC(C)(C)OC(=O)N1Cc2ccc(CN3CCCC3)cc2C1, predict the reactants needed to synthesize it. The reactants are: C1CCNC1.CC(C)(C)OC(=O)N1Cc2ccc(CO)cc2C1. (2) Given the product COc1ccc2c(c1)c(C=O)c(-c1c(C)noc1C)n2CCN1CCN(C)CC1, predict the reactants needed to synthesize it. The reactants are: CN1CCN(CCCl)CC1.COc1ccc2[nH]c(-c3c(C)noc3C)c(C=O)c2c1. (3) Given the product C[C@@H]1CN(C)CCN1c1nc(Cl)nc(N(C(=O)OC(C)(C)C)N(C(=O)OC(C)(C)C)C(=O)OC(C)(C)C)c1F, predict the reactants needed to synthesize it. The reactants are: CC(C)(C)OC(=O)N(C(=O)OC(C)(C)C)N(C(=O)OC(C)(C)C)c1nc(Cl)nc(Cl)c1F.C[C@@H]1CN(C)CCN1. (4) Given the product CN[C@@H]1CCCc2ccccc2[C@H]1N1CCCC1, predict the reactants needed to synthesize it. The reactants are: CN(Cc1ccccc1)[C@@H]1CCCc2ccccc2[C@H]1N1CCCC1. (5) Given the product CCOC(=O)c1csc(SCCN2C(=O)OC[C@@H]2C=O)n1, predict the reactants needed to synthesize it. The reactants are: CCOC(=O)c1csc(SCCN2C(=O)OC[C@@H]2CO)n1.